Task: Predict the reactants needed to synthesize the given product.. Dataset: Retrosynthesis with 50K atom-mapped reactions and 10 reaction types from USPTO Given the product CCOC(=O)N1CCn2c(nc(-c3ccncc3)cc2=O)C(NC(=O)c2ccc(OC)cc2OC)C1, predict the reactants needed to synthesize it. The reactants are: CCOC(=O)N1CCn2c(nc(-c3ccncc3)cc2=O)C(N)C1.COc1ccc(C(=O)O)c(OC)c1.